This data is from hERG potassium channel inhibition data for cardiac toxicity prediction from Karim et al.. The task is: Regression/Classification. Given a drug SMILES string, predict its toxicity properties. Task type varies by dataset: regression for continuous values (e.g., LD50, hERG inhibition percentage) or binary classification for toxic/non-toxic outcomes (e.g., AMES mutagenicity, cardiotoxicity, hepatotoxicity). Dataset: herg_karim. The drug is COc1ccc2ncc(=O)n(CCN3CCC(NCc4cc5c(cn4)OCCO5)CC3)c2n1. The result is 0 (non-blocker).